This data is from Catalyst prediction with 721,799 reactions and 888 catalyst types from USPTO. The task is: Predict which catalyst facilitates the given reaction. (1) Product: [CH3:22][N:19]1[CH2:20][CH2:21][C:16]([C:23]2[CH:28]=[CH:27][CH:26]=[CH:25][CH:24]=2)([C:14]#[N:11])[CH2:17][CH2:18]1. Reactant: C(N1CC[N:11]([C:14]([C:16]2([C:23]3[CH:28]=[CH:27][CH:26]=[CH:25][CH:24]=3)[CH2:21][CH2:20][N:19]([CH3:22])[CH2:18][CH2:17]2)=O)CC1)C1C=CC=CC=1.[H-].[H-].[H-].[H-].[Li+].[Al+3]. The catalyst class is: 1. (2) Reactant: [CH:1]([C:3]1[S:7][C:6]([B:8]([OH:10])[OH:9])=[CH:5][CH:4]=1)=O.Cl.[CH3:12][NH:13][CH3:14].C(N(CC)CC)C.C(O[BH-](OC(=O)C)OC(=O)C)(=O)C.[Na+]. Product: [CH3:12][N:13]([CH2:1][C:3]1[S:7][C:6]([B:8]([OH:10])[OH:9])=[CH:5][CH:4]=1)[CH3:14]. The catalyst class is: 26. (3) Reactant: Cl[C:2]1([C:19]2[CH:24]=[CH:23][CH:22]=[CH:21][CH:20]=2)[C:10]2[C:5](=[CH:6][CH:7]=[C:8]([C:11]3[C:12]([CH3:17])=[N:13][O:14][C:15]=3[CH3:16])[CH:9]=2)[NH:4][C:3]1=[O:18].CCN(C(C)C)C(C)C.[N:34]1([C:40]([O:42][C:43]([CH3:46])([CH3:45])[CH3:44])=[O:41])[CH2:39][CH2:38][NH:37][CH2:36][CH2:35]1. Product: [CH3:17][C:12]1[C:11]([C:8]2[CH:9]=[C:10]3[C:5](=[CH:6][CH:7]=2)[NH:4][C:3](=[O:18])[C:2]3([N:37]2[CH2:36][CH2:35][N:34]([C:40]([O:42][C:43]([CH3:46])([CH3:45])[CH3:44])=[O:41])[CH2:39][CH2:38]2)[C:19]2[CH:20]=[CH:21][CH:22]=[CH:23][CH:24]=2)=[C:15]([CH3:16])[O:14][N:13]=1. The catalyst class is: 20. (4) Reactant: C(OC(=O)[NH:7][C:8]1[CH:13]=[C:12]([C:14]([F:17])([F:16])[F:15])[C:11]([Cl:18])=[CH:10][C:9]=1[NH:19][C:20](=[O:36])[CH2:21][C:22](=O)[C:23]1[CH:28]=[CH:27][CH:26]=[C:25]([C:29]2[CH:34]=[N:33][CH:32]=[CH:31][N:30]=2)[CH:24]=1)(C)(C)C.C(O)(C(F)(F)F)=O. Product: [Cl:18][C:11]1[C:12]([C:14]([F:17])([F:16])[F:15])=[CH:13][C:8]2[N:7]=[C:22]([C:23]3[CH:28]=[CH:27][CH:26]=[C:25]([C:29]4[CH:34]=[N:33][CH:32]=[CH:31][N:30]=4)[CH:24]=3)[CH2:21][C:20](=[O:36])[NH:19][C:9]=2[CH:10]=1. The catalyst class is: 2. (5) Reactant: [Cl:1][C:2]1[C:7]([C:8]([F:11])([F:10])[F:9])=[CH:6][N:5]=[C:4]([NH:12][C:13]2[CH:28]=[CH:27][C:16]([C:17]([O:19]CC3C=CC=CC=3)=[O:18])=[CH:15][C:14]=2[O:29][CH3:30])[N:3]=1. Product: [Cl:1][C:2]1[C:7]([C:8]([F:10])([F:9])[F:11])=[CH:6][N:5]=[C:4]([NH:12][C:13]2[CH:28]=[CH:27][C:16]([C:17]([OH:19])=[O:18])=[CH:15][C:14]=2[O:29][CH3:30])[N:3]=1. The catalyst class is: 833. (6) Reactant: [C:1]([O:5][C:6]([NH:8][CH:9]([C:18]1[CH:23]=[CH:22][C:21](OS(C(F)(F)F)(=O)=O)=[CH:20][CH:19]=1)[C:10]([N:12]1[CH2:16][CH2:15][C@H:14]([F:17])[CH2:13]1)=[O:11])=[O:7])([CH3:4])([CH3:3])[CH3:2].[CH:32]([O:35][C:36]([N:38]1[CH2:43][CH2:42][CH:41]([O:44][C:45]2[CH:50]=[CH:49][C:48](B3OC(C)(C)C(C)(C)O3)=[CH:47][CH:46]=2)[CH2:40][CH2:39]1)=[O:37])([CH3:34])[CH3:33].C([O-])([O-])=O.[Na+].[Na+]. Product: [CH:32]([O:35][C:36]([N:38]1[CH2:39][CH2:40][CH:41]([O:44][C:45]2[CH:46]=[CH:47][C:48]([C:21]3[CH:20]=[CH:19][C:18]([C@H:9]([NH:8][C:6]([O:5][C:1]([CH3:4])([CH3:3])[CH3:2])=[O:7])[C:10]([N:12]4[CH2:16][CH2:15][C@H:14]([F:17])[CH2:13]4)=[O:11])=[CH:23][CH:22]=3)=[CH:49][CH:50]=2)[CH2:42][CH2:43]1)=[O:37])([CH3:34])[CH3:33]. The catalyst class is: 780. (7) Reactant: FC(F)(F)S(O[C:7]1[CH:16]=[C:15]2[C:10]([CH:11]([C:29]3[CH:34]=[CH:33][C:32]([Cl:35])=[C:31]([Cl:36])[CH:30]=3)[CH2:12][N:13]([S:17]([C:20]3[CH:25]=[CH:24][CH:23]=[CH:22][C:21]=3[N+:26]([O-:28])=[O:27])(=[O:19])=[O:18])[CH2:14]2)=[CH:9][CH:8]=1)(=O)=O.[B:39]1([B:39]2[O:43][C:42]([CH3:45])([CH3:44])[C:41]([CH3:47])([CH3:46])[O:40]2)[O:43][C:42]([CH3:45])([CH3:44])[C:41]([CH3:47])([CH3:46])[O:40]1.C([O-])(=O)C.[K+]. Product: [Cl:36][C:31]1[CH:30]=[C:29]([CH:11]2[C:10]3[C:15](=[CH:16][C:7]([B:39]4[O:43][C:42]([CH3:45])([CH3:44])[C:41]([CH3:47])([CH3:46])[O:40]4)=[CH:8][CH:9]=3)[CH2:14][N:13]([S:17]([C:20]3[CH:25]=[CH:24][CH:23]=[CH:22][C:21]=3[N+:26]([O-:28])=[O:27])(=[O:18])=[O:19])[CH2:12]2)[CH:34]=[CH:33][C:32]=1[Cl:35]. The catalyst class is: 16.